Dataset: Full USPTO retrosynthesis dataset with 1.9M reactions from patents (1976-2016). Task: Predict the reactants needed to synthesize the given product. (1) Given the product [Cl:31][C:27]1[CH:26]=[C:25]2[NH:24][C:23](=[O:32])[C:9]3([CH:8]([C:6]4[CH:7]=[C:2]([Cl:1])[CH:3]=[CH:4][C:5]=4[O:33][C:34]([CH3:45])([CH3:44])[C:35]([NH:37][S:38]([CH:41]4[CH2:42][CH2:43]4)(=[O:39])=[O:40])=[O:36])[CH2:13][C:12](=[S:47])[NH:11][CH:10]3[C:15]3[CH:20]=[C:19]([F:21])[CH:18]=[CH:17][C:16]=3[CH3:22])[C:30]2=[CH:29][CH:28]=1, predict the reactants needed to synthesize it. The reactants are: [Cl:1][C:2]1[CH:3]=[CH:4][C:5]([O:33][C:34]([CH3:45])([CH3:44])[C:35]([NH:37][S:38]([CH:41]2[CH2:43][CH2:42]2)(=[O:40])=[O:39])=[O:36])=[C:6]([CH:8]2[CH2:13][C:12](=O)[NH:11][CH:10]([C:15]3[CH:20]=[C:19]([F:21])[CH:18]=[CH:17][C:16]=3[CH3:22])[C:9]32[C:30]2[C:25](=[CH:26][C:27]([Cl:31])=[CH:28][CH:29]=2)[NH:24][C:23]3=[O:32])[CH:7]=1.P12(SP3(SP(SP(S3)(S1)=S)(=S)S2)=S)=[S:47]. (2) The reactants are: Cl[C:2]1[C:3]2[CH2:11][N:10]([C:12]3[CH:19]=[CH:18][C:17]([CH3:20])=[CH:16][C:13]=3[C:14]#[N:15])[CH2:9][CH2:8][C:4]=2[N:5]=[CH:6][N:7]=1.[Si:21]([O:28][CH2:29][C@H:30]([C:32]1[CH:33]=[N:34][C:35]([O:38][CH3:39])=[N:36][CH:37]=1)[NH2:31])([C:24]([CH3:27])([CH3:26])[CH3:25])([CH3:23])[CH3:22]. Given the product [Si:21]([O:28][CH2:29][C@@H:30]([NH:31][C:2]1[C:3]2[CH2:11][N:10]([C:12]3[CH:19]=[CH:18][C:17]([CH3:20])=[CH:16][C:13]=3[C:14]#[N:15])[CH2:9][CH2:8][C:4]=2[N:5]=[CH:6][N:7]=1)[C:32]1[CH:37]=[N:36][C:35]([O:38][CH3:39])=[N:34][CH:33]=1)([C:24]([CH3:27])([CH3:26])[CH3:25])([CH3:23])[CH3:22], predict the reactants needed to synthesize it. (3) Given the product [C:1]([O:4][CH:5]=[CH2:6])(=[O:3])[CH3:2].[CH2:7]([O:10][CH2:11][CH2:12][CH2:13][CH3:14])[CH:8]=[CH2:9], predict the reactants needed to synthesize it. The reactants are: [C:1]([O:4][CH:5]=[CH2:6])(=[O:3])[CH3:2].[CH2:7]([O:10][CH2:11][CH2:12][CH2:13][CH3:14])[CH:8]=[CH2:9].CC(N=NC(C#N)(C)C)(C#N)C. (4) Given the product [NH2:5][C:6]1[N:11]=[CH:10][C:9](/[CH:12]=[CH:13]/[C:14]([N:29]([CH3:30])[CH2:28][C:20]2[CH2:21][C:22]3[C:27]([C:19]=2[CH3:18])=[CH:26][CH:25]=[CH:24][CH:23]=3)=[O:16])=[CH:8][CH:7]=1, predict the reactants needed to synthesize it. The reactants are: C(Cl)CCl.[NH2:5][C:6]1[N:11]=[CH:10][C:9](/[CH:12]=[CH:13]/[C:14]([OH:16])=O)=[CH:8][CH:7]=1.Cl.[CH3:18][C:19]1[C:27]2[C:22](=[CH:23][CH:24]=[CH:25][CH:26]=2)[CH2:21][C:20]=1[CH2:28][NH:29][CH3:30].C1C=CC2N(O)N=NC=2C=1.O.C(N(CC)CC)C. (5) Given the product [CH2:37]([C:41]12[CH2:55][CH2:56][C:57](=[O:61])[C:58]([CH2:59][CH3:60])=[C:42]1[C:43]1[C:48](=[C:47]([CH3:50])[C:46]([O:51][CH3:52])=[C:45]([F:53])[CH:44]=1)[CH2:49]2)[CH2:38][CH2:39][CH3:40], predict the reactants needed to synthesize it. The reactants are: C(C1CC2C(=CC(F)=C(OC)C=2C)C1=O)CCC.C(C(CCC)=O)=C.N12CCCN=C1CCCCC2.[CH2:37]([C:41]1([CH2:55][CH2:56][C:57](=[O:61])[CH2:58][CH2:59][CH3:60])[CH2:49][C:48]2[C:43](=[CH:44][C:45]([F:53])=[C:46]([O:51][CH3:52])[C:47]=2[CH3:50])[C:42]1=O)[CH2:38][CH2:39][CH3:40].Cl. (6) Given the product [F:25][C:22]1[CH:21]=[CH:20][C:19]([CH2:18][N:14]2[CH2:15][CH2:16][C:17]3[C:12](=[C:11]([O:27][CH3:28])[C:10](=[O:29])[N:9]([CH3:30])[C:8]=3[NH:4][C:1](=[O:3])[CH3:2])[C:13]2=[O:26])=[CH:24][CH:23]=1, predict the reactants needed to synthesize it. The reactants are: [C:1]([N:4]([C:8]1[N:9]([CH3:30])[C:10](=[O:29])[C:11]([O:27][CH3:28])=[C:12]2[C:17]=1[CH2:16][CH2:15][N:14]([CH2:18][C:19]1[CH:24]=[CH:23][C:22]([F:25])=[CH:21][CH:20]=1)[C:13]2=[O:26])C(=O)C)(=[O:3])[CH3:2].C[O-].[Na+].Cl. (7) Given the product [CH2:1]([O:3][C:4](=[O:29])[CH2:5][S:6][C:7]1[S:11][C:10]([NH:12][C:13]([N:15]([CH:16]2[CH2:21][CH2:20][N:19]([C:32](=[O:33])[N:31]([CH3:35])[CH3:30])[CH2:18][CH2:17]2)[C@H:22]2[CH2:23][CH2:24][C@H:25]([CH3:28])[CH2:26][CH2:27]2)=[O:14])=[N:9][CH:8]=1)[CH3:2].[CH3:30][N:31]([CH3:35])[C:32]([N:19]1[CH2:18][CH2:17][CH:16]([N:15]([C@H:22]2[CH2:23][CH2:24][C@H:25]([CH3:28])[CH2:26][CH2:27]2)[C:13](=[O:14])[NH:12][C:10]2[S:11][C:7]([S:6][CH2:5][C:4]([OH:3])=[O:29])=[CH:8][N:9]=2)[CH2:21][CH2:20]1)=[O:33], predict the reactants needed to synthesize it. The reactants are: [CH2:1]([O:3][C:4](=[O:29])[CH2:5][S:6][C:7]1[S:11][C:10]([NH:12][C:13]([N:15]([C@H:22]2[CH2:27][CH2:26][C@H:25]([CH3:28])[CH2:24][CH2:23]2)[CH:16]2[CH2:21][CH2:20][NH:19][CH2:18][CH2:17]2)=[O:14])=[N:9][CH:8]=1)[CH3:2].[CH3:30][N:31]([CH3:35])[C:32](Cl)=[O:33]. (8) Given the product [Br:20][C:6]1[N:7]2[CH2:12][CH2:11][NH:10][CH2:9][C:8]2=[C:4]([C:1]([NH2:2])=[O:3])[C:5]=1[C:21]1[CH:26]=[CH:25][CH:24]=[C:23]([F:27])[CH:22]=1, predict the reactants needed to synthesize it. The reactants are: [C:1]([C:4]1[C:5]([C:21]2[CH:26]=[CH:25][CH:24]=[C:23]([F:27])[CH:22]=2)=[C:6]([Br:20])[N:7]2[CH2:12][CH2:11][N:10](C(OC(C)(C)C)=O)[CH2:9][C:8]=12)(=[O:3])[NH2:2].FC(F)(F)C(O)=O. (9) Given the product [CH2:30]([S:32]([N:23]1[CH2:22][C:21]([CH2:25][C:26]#[N:27])([N:19]2[CH:20]=[C:16]([C:15]3[C:10]4[CH:9]=[CH:8][N:7]([CH2:6][O:5][CH2:4][CH2:3][Si:2]([CH3:28])([CH3:1])[CH3:29])[C:11]=4[N:12]=[CH:13][N:14]=3)[CH:17]=[N:18]2)[CH2:24]1)(=[O:34])=[O:33])[CH3:31], predict the reactants needed to synthesize it. The reactants are: [CH3:1][Si:2]([CH3:29])([CH3:28])[CH2:3][CH2:4][O:5][CH2:6][N:7]1[C:11]2[N:12]=[CH:13][N:14]=[C:15]([C:16]3[CH:17]=[N:18][N:19]([C:21]4([CH2:25][C:26]#[N:27])[CH2:24][NH:23][CH2:22]4)[CH:20]=3)[C:10]=2[CH:9]=[CH:8]1.[CH2:30]([S:32](Cl)(=[O:34])=[O:33])[CH3:31].